Dataset: NCI-60 drug combinations with 297,098 pairs across 59 cell lines. Task: Regression. Given two drug SMILES strings and cell line genomic features, predict the synergy score measuring deviation from expected non-interaction effect. (1) Drug 2: CCCCCOC(=O)NC1=NC(=O)N(C=C1F)C2C(C(C(O2)C)O)O. Cell line: T-47D. Drug 1: C1=NC2=C(N1)C(=S)N=CN2. Synergy scores: CSS=2.29, Synergy_ZIP=-0.585, Synergy_Bliss=-0.171, Synergy_Loewe=0.0766, Synergy_HSA=0.0200. (2) Drug 1: C1CCN(CC1)CCOC2=CC=C(C=C2)C(=O)C3=C(SC4=C3C=CC(=C4)O)C5=CC=C(C=C5)O. Drug 2: C1CN1P(=S)(N2CC2)N3CC3. Cell line: HT29. Synergy scores: CSS=0.391, Synergy_ZIP=3.42, Synergy_Bliss=4.36, Synergy_Loewe=-6.36, Synergy_HSA=-5.06.